The task is: Regression. Given two drug SMILES strings and cell line genomic features, predict the synergy score measuring deviation from expected non-interaction effect.. This data is from NCI-60 drug combinations with 297,098 pairs across 59 cell lines. (1) Drug 1: C1=CC(=C2C(=C1NCCNCCO)C(=O)C3=C(C=CC(=C3C2=O)O)O)NCCNCCO. Drug 2: CS(=O)(=O)OCCCCOS(=O)(=O)C. Cell line: SK-OV-3. Synergy scores: CSS=51.5, Synergy_ZIP=-0.469, Synergy_Bliss=-0.524, Synergy_Loewe=-63.2, Synergy_HSA=-0.483. (2) Drug 1: C1C(C(OC1N2C=C(C(=O)NC2=O)F)CO)O. Drug 2: C1=CN(C=N1)CC(O)(P(=O)(O)O)P(=O)(O)O. Cell line: ACHN. Synergy scores: CSS=7.38, Synergy_ZIP=-1.54, Synergy_Bliss=2.14, Synergy_Loewe=-11.3, Synergy_HSA=-1.21. (3) Drug 1: CC1C(C(CC(O1)OC2CC(CC3=C2C(=C4C(=C3O)C(=O)C5=C(C4=O)C(=CC=C5)OC)O)(C(=O)C)O)N)O.Cl. Drug 2: CCC1(C2=C(COC1=O)C(=O)N3CC4=CC5=C(C=CC(=C5CN(C)C)O)N=C4C3=C2)O.Cl. Cell line: HL-60(TB). Synergy scores: CSS=76.2, Synergy_ZIP=-0.586, Synergy_Bliss=1.48, Synergy_Loewe=-3.55, Synergy_HSA=2.94. (4) Drug 1: CCCCCOC(=O)NC1=NC(=O)N(C=C1F)C2C(C(C(O2)C)O)O. Drug 2: CCC1=C2CN3C(=CC4=C(C3=O)COC(=O)C4(CC)O)C2=NC5=C1C=C(C=C5)O. Cell line: CAKI-1. Synergy scores: CSS=26.7, Synergy_ZIP=2.61, Synergy_Bliss=7.29, Synergy_Loewe=-22.0, Synergy_HSA=2.84. (5) Drug 1: C1CC(C1)(C(=O)O)C(=O)O.[NH2-].[NH2-].[Pt+2]. Drug 2: CC1CCC2CC(C(=CC=CC=CC(CC(C(=O)C(C(C(=CC(C(=O)CC(OC(=O)C3CCCCN3C(=O)C(=O)C1(O2)O)C(C)CC4CCC(C(C4)OC)OCCO)C)C)O)OC)C)C)C)OC. Cell line: NCI-H322M. Synergy scores: CSS=-7.05, Synergy_ZIP=0.980, Synergy_Bliss=-3.34, Synergy_Loewe=-7.38, Synergy_HSA=-8.15. (6) Drug 1: CC12CCC(CC1=CCC3C2CCC4(C3CC=C4C5=CN=CC=C5)C)O. Drug 2: CC1=C(C=C(C=C1)C(=O)NC2=CC(=CC(=C2)C(F)(F)F)N3C=C(N=C3)C)NC4=NC=CC(=N4)C5=CN=CC=C5. Cell line: SK-MEL-2. Synergy scores: CSS=3.31, Synergy_ZIP=4.08, Synergy_Bliss=6.22, Synergy_Loewe=2.57, Synergy_HSA=2.68. (7) Drug 1: C1CCC(C1)C(CC#N)N2C=C(C=N2)C3=C4C=CNC4=NC=N3. Drug 2: C1CN(P(=O)(OC1)NCCCl)CCCl. Cell line: A549. Synergy scores: CSS=6.95, Synergy_ZIP=-0.631, Synergy_Bliss=1.31, Synergy_Loewe=-4.08, Synergy_HSA=0.557. (8) Drug 1: CS(=O)(=O)C1=CC(=C(C=C1)C(=O)NC2=CC(=C(C=C2)Cl)C3=CC=CC=N3)Cl. Drug 2: B(C(CC(C)C)NC(=O)C(CC1=CC=CC=C1)NC(=O)C2=NC=CN=C2)(O)O. Cell line: OVCAR-4. Synergy scores: CSS=-0.152, Synergy_ZIP=-1.01, Synergy_Bliss=-4.45, Synergy_Loewe=-4.58, Synergy_HSA=-5.39. (9) Drug 1: C1=CC(=CC=C1C#N)C(C2=CC=C(C=C2)C#N)N3C=NC=N3. Drug 2: CC1C(C(=O)NC(C(=O)N2CCCC2C(=O)N(CC(=O)N(C(C(=O)O1)C(C)C)C)C)C(C)C)NC(=O)C3=C4C(=C(C=C3)C)OC5=C(C(=O)C(=C(C5=N4)C(=O)NC6C(OC(=O)C(N(C(=O)CN(C(=O)C7CCCN7C(=O)C(NC6=O)C(C)C)C)C)C(C)C)C)N)C. Cell line: SN12C. Synergy scores: CSS=-1.70, Synergy_ZIP=-0.575, Synergy_Bliss=-3.97, Synergy_Loewe=-23.8, Synergy_HSA=-11.5. (10) Drug 1: C1CCC(C1)C(CC#N)N2C=C(C=N2)C3=C4C=CNC4=NC=N3. Drug 2: CC(C)CN1C=NC2=C1C3=CC=CC=C3N=C2N. Cell line: HOP-62. Synergy scores: CSS=-7.28, Synergy_ZIP=1.93, Synergy_Bliss=-1.36, Synergy_Loewe=-5.71, Synergy_HSA=-5.63.